This data is from NCI-60 drug combinations with 297,098 pairs across 59 cell lines. The task is: Regression. Given two drug SMILES strings and cell line genomic features, predict the synergy score measuring deviation from expected non-interaction effect. (1) Synergy scores: CSS=48.8, Synergy_ZIP=-1.97, Synergy_Bliss=-3.73, Synergy_Loewe=-34.0, Synergy_HSA=-1.26. Drug 2: CC=C1C(=O)NC(C(=O)OC2CC(=O)NC(C(=O)NC(CSSCCC=C2)C(=O)N1)C(C)C)C(C)C. Cell line: HT29. Drug 1: C1=NC2=C(N=C(N=C2N1C3C(C(C(O3)CO)O)F)Cl)N. (2) Drug 1: C1=CC(=CC=C1CCCC(=O)O)N(CCCl)CCCl. Drug 2: C1=CC(=CC=C1C#N)C(C2=CC=C(C=C2)C#N)N3C=NC=N3. Cell line: HCT116. Synergy scores: CSS=43.7, Synergy_ZIP=0.959, Synergy_Bliss=1.93, Synergy_Loewe=1.56, Synergy_HSA=2.06.